This data is from hERG potassium channel inhibition data for cardiac toxicity prediction from Karim et al.. The task is: Regression/Classification. Given a drug SMILES string, predict its toxicity properties. Task type varies by dataset: regression for continuous values (e.g., LD50, hERG inhibition percentage) or binary classification for toxic/non-toxic outcomes (e.g., AMES mutagenicity, cardiotoxicity, hepatotoxicity). Dataset: herg_karim. (1) The compound is O=C(NC1CCCCC1)NS(=O)(=O)c1ccc(OCCN2CCCCC2)cc1. The result is 0 (non-blocker). (2) The molecule is C[C@H]1Cc2c([nH]c3ccccc23)[C@@]2(N1)C(=O)Nc1ccc(Cl)cc12. The result is 0 (non-blocker). (3) The drug is CC(=O)c1cn(-c2ccc(F)cc2)c2ccc(Cl)cc12. The result is 0 (non-blocker).